From a dataset of Reaction yield outcomes from USPTO patents with 853,638 reactions. Predict the reaction yield, written as a fraction of the theoretical maximum amount of product (1.0 means a 100% yield; for example, 0.34 means a 34% yield). (1) The reactants are [NH2:1][C:2]1[CH:3]=[CH:4][C:5]([C:8]#[N:9])=[N:6][CH:7]=1.[C:10]([NH:17][CH2:18][CH2:19][CH2:20][CH2:21][CH2:22][C:23](O)=[O:24])([O:12][C:13]([CH3:16])([CH3:15])[CH3:14])=[O:11].C1CCC(N=C=NC2CCCCC2)CC1.CC1C=CC(S([O-])(=O)=O)=CC=1.C1C=C[NH+]=CC=1. The catalyst is CN(C1C=CN=CC=1)C.C(Cl)(Cl)Cl. The product is [C:8]([C:5]1[N:6]=[CH:7][C:2]([NH:1][C:23](=[O:24])[CH2:22][CH2:21][CH2:20][CH2:19][CH2:18][NH:17][C:10](=[O:11])[O:12][C:13]([CH3:14])([CH3:15])[CH3:16])=[CH:3][CH:4]=1)#[N:9]. The yield is 0.610. (2) The reactants are [C-]#N.[K+].C[NH:5][CH2:6][CH2:7]NC.BrC1[CH:12]=[C:13]([CH3:18])[CH:14]=[C:15]([CH3:17])[CH:16]=1.CCCCCCCCCCCC.N. The catalyst is C(OCC)(=O)C.[Cu]I.C1(C)C=CC=CC=1. The product is [CH3:18][C:13]1[CH:12]=[C:7]([CH:16]=[C:15]([CH3:17])[CH:14]=1)[C:6]#[N:5]. The yield is 0.150. (3) The reactants are [N:1]1([C:7]([O:9][C:10]([CH3:13])([CH3:12])[CH3:11])=[O:8])[CH2:6][CH2:5][NH:4][CH2:3][CH2:2]1.[Br:14][C:15]1[CH:16]=[CH:17][C:18]([CH:26]=O)=[C:19]([CH:25]=1)[C:20]([N:22]([CH3:24])[CH3:23])=[O:21].C(N(CC)CC)C.C(O[BH-](OC(=O)C)OC(=O)C)(=O)C.[Na+]. The catalyst is O.ClCCl. The product is [Br:14][C:15]1[CH:16]=[CH:17][C:18]([CH2:26][N:4]2[CH2:5][CH2:6][N:1]([C:7]([O:9][C:10]([CH3:13])([CH3:12])[CH3:11])=[O:8])[CH2:2][CH2:3]2)=[C:19]([C:20](=[O:21])[N:22]([CH3:24])[CH3:23])[CH:25]=1. The yield is 0.870. (4) The reactants are [CH2:1]([C:3]1[C:8]([CH:9]([CH2:14][CH2:15][CH3:16])[C:10]([O:12]C)=[O:11])=[C:7]([C:17]2[CH:22]=[CH:21][C:20]([CH3:23])=[CH:19][CH:18]=2)[N:6]=[C:5]([N:24]2[CH2:29][CH2:28][CH2:27][CH2:26][CH2:25]2)[N:4]=1)[CH3:2].[OH-].[Na+]. The catalyst is CO. The product is [CH2:1]([C:3]1[C:8]([CH:9]([CH2:14][CH2:15][CH3:16])[C:10]([OH:12])=[O:11])=[C:7]([C:17]2[CH:18]=[CH:19][C:20]([CH3:23])=[CH:21][CH:22]=2)[N:6]=[C:5]([N:24]2[CH2:25][CH2:26][CH2:27][CH2:28][CH2:29]2)[N:4]=1)[CH3:2]. The yield is 0.740. (5) The reactants are Cl[C:2]1[CH:7]=[CH:6][N:5]=[CH:4][C:3]=1[N+:8]([O-])=O.[C:11]1([NH:17][C:18](=O)[CH2:19][CH2:20][CH2:21][CH2:22][CH2:23][CH2:24][CH2:25][CH2:26][CH2:27][CH2:28][CH2:29][CH2:30][CH3:31])[CH:16]=[CH:15][CH:14]=[CH:13][CH:12]=1. No catalyst specified. The product is [C:11]1([N:17]2[C:2]3[CH:7]=[CH:6][N:5]=[CH:4][C:3]=3[N:8]=[C:18]2[CH2:19][CH2:20][CH2:21][CH2:22][CH2:23][CH2:24][CH2:25][CH2:26][CH2:27][CH2:28][CH2:29][CH2:30][CH3:31])[CH:16]=[CH:15][CH:14]=[CH:13][CH:12]=1. The yield is 0.340. (6) The product is [F:1][C:2]1[CH:7]=[CH:6][C:5]([S:8][CH2:9][CH2:10][CH3:11])=[C:4]([CH:3]=1)[NH2:12]. The reactants are [F:1][C:2]1[CH:7]=[CH:6][C:5]([S:8][CH2:9][CH2:10][CH3:11])=[C:4]([N+:12]([O-])=O)[CH:3]=1.[Cl-].[NH4+]. The yield is 0.930. The catalyst is C(O)C.O.[Zn].